Predict the reactants needed to synthesize the given product. From a dataset of Full USPTO retrosynthesis dataset with 1.9M reactions from patents (1976-2016). (1) Given the product [CH3:2][O:3][C:4](=[O:32])[CH:5]([NH:18][S:19]([C:22]1[CH:31]=[CH:30][C:29]2[C:24](=[CH:25][C:26]([O:36][CH3:35])=[CH:27][CH:28]=2)[CH:23]=1)(=[O:21])=[O:20])[CH2:6][C:7]1[CH:8]=[C:9]2[C:14](=[CH:15][CH:16]=1)[C:13]([NH2:17])=[N:12][CH:11]=[CH:10]2, predict the reactants needed to synthesize it. The reactants are: Cl.[CH3:2][O:3][C:4](=[O:32])[CH:5]([NH:18][S:19]([C:22]1[CH:31]=[CH:30][C:29]2[C:24](=[CH:25][CH:26]=[CH:27][CH:28]=2)[CH:23]=1)(=[O:21])=[O:20])[CH2:6][C:7]1[CH:8]=[C:9]2[C:14](=[CH:15][CH:16]=1)[C:13]([NH2:17])=[N:12][CH:11]=[CH:10]2.Cl.Cl.[CH3:35][O:36]C(=O)C(N)CC1C=C2C(=CC=1)C(N)=NC=C2.COC1C=C2C(C=CC(S(Cl)(=O)=O)=C2)=CC=1. (2) Given the product [Br:14][CH:10]1[CH2:9][CH2:8][O:7][C:6]2[CH:13]=[C:2]([Br:1])[CH:3]=[CH:4][C:5]=2[C:11]1=[O:12], predict the reactants needed to synthesize it. The reactants are: [Br:1][C:2]1[CH:3]=[CH:4][C:5]2[C:11](=[O:12])[CH2:10][CH2:9][CH2:8][O:7][C:6]=2[CH:13]=1.[Br:14]Br.